Dataset: Full USPTO retrosynthesis dataset with 1.9M reactions from patents (1976-2016). Task: Predict the reactants needed to synthesize the given product. (1) Given the product [F:20][C:21]1[CH:28]=[CH:27][CH:26]=[C:25]([F:29])[C:22]=1[CH2:23][N:11]1[C:12]2[C:8](=[CH:7][C:6]([N+:3]([O-:5])=[O:4])=[CH:14][CH:13]=2)[CH:9]=[C:10]1[C:15]([OH:17])=[O:16], predict the reactants needed to synthesize it. The reactants are: [OH-].[K+].[N+:3]([C:6]1[CH:7]=[C:8]2[C:12](=[CH:13][CH:14]=1)[NH:11][C:10]([C:15]([O:17]CC)=[O:16])=[CH:9]2)([O-:5])=[O:4].[F:20][C:21]1[CH:28]=[CH:27][CH:26]=[C:25]([F:29])[C:22]=1[CH2:23]Cl.Cl. (2) Given the product [C:14]1([P:7]([C:1]2[CH:2]=[CH:3][CH:4]=[CH:5][CH:6]=2)[C:8]2[CH:13]=[CH:12][CH:11]=[CH:10][CH:9]=2)[CH:15]=[CH:16][CH:17]=[CH:18][CH:19]=1, predict the reactants needed to synthesize it. The reactants are: [C:1]1([P:7](=O)([C:14]2[CH:19]=[CH:18][CH:17]=[CH:16][CH:15]=2)[C:8]2[CH:13]=[CH:12][CH:11]=[CH:10][CH:9]=2)[CH:6]=[CH:5][CH:4]=[CH:3][CH:2]=1.II.C(P(CCCC)CCCC)CCC. (3) Given the product [CH3:1][C:2]1[CH:3]=[C:4]([N:9]([CH3:28])[C:10]2[C:19]3[C:14](=[CH:15][CH:16]=[CH:17][CH:18]=3)[C:13](=[O:20])[N:12]([CH3:21])[C:11]=2[C:22]([O:24][CH3:25])=[O:23])[CH:5]=[CH:6][C:7]=1[CH3:8], predict the reactants needed to synthesize it. The reactants are: [CH3:1][C:2]1[CH:3]=[C:4]([NH:9][C:10]2[C:19]3[C:14](=[CH:15][CH:16]=[CH:17][CH:18]=3)[C:13](=[O:20])[N:12]([CH3:21])[C:11]=2[C:22]([O:24][CH3:25])=[O:23])[CH:5]=[CH:6][C:7]=1[CH3:8].[H-].[Na+].[CH3:28]I.Cl.O. (4) Given the product [CH3:13][O:12][CH2:11][CH2:10][CH2:9][N:1]1[CH:5]=[CH:4][CH:3]=[CH:2]1, predict the reactants needed to synthesize it. The reactants are: [NH:1]1[CH:5]=[CH:4][CH:3]=[CH:2]1.[H-].[Na+].Br[CH2:9][CH2:10][CH2:11][O:12][CH3:13].O. (5) Given the product [NH2:52][C:48]1[N:47]=[C:46]([C:45]2[S:44][C:43]([C:53]([CH3:54])([CH3:56])[CH3:55])=[N:42][C:41]=2[C:37]2[C:36]([F:57])=[C:35]([NH:34][S:23]([C:26]3[CH:31]=[CH:30][CH:29]=[CH:28][CH:27]=3)(=[O:25])=[O:24])[CH:40]=[CH:39][CH:38]=2)[CH:51]=[CH:50][N:49]=1, predict the reactants needed to synthesize it. The reactants are: ClC1N=C(C2SC(C(C)C)=NC=2C2C=C(N[S:23]([C:26]3[C:31](F)=[CH:30][CH:29]=[CH:28][C:27]=3F)(=[O:25])=[O:24])C=CC=2)C=CN=1.[NH2:34][C:35]1[C:36]([F:57])=[C:37]([C:41]2[N:42]=[C:43]([C:53]([CH3:56])([CH3:55])[CH3:54])[S:44][C:45]=2[C:46]2[CH:51]=[CH:50][N:49]=[C:48]([NH2:52])[N:47]=2)[CH:38]=[CH:39][CH:40]=1.C1(S(Cl)(=O)=O)C=CC=CC=1. (6) Given the product [C:1]([N:4]1[CH2:8][CH2:7][C:6]2([C:16]3[C:11](=[CH:12][CH:13]=[C:14]([CH2:17][CH:18]=[O:19])[CH:15]=3)[N:10]([C:21]([NH:23][C:24]3[S:25][C:26]([Cl:29])=[CH:27][N:28]=3)=[O:22])[CH2:9]2)[CH2:5]1)(=[O:3])[CH3:2], predict the reactants needed to synthesize it. The reactants are: [C:1]([N:4]1[CH2:8][CH2:7][C:6]2([C:16]3[C:11](=[CH:12][CH:13]=[C:14]([CH:17]=[CH:18][O:19]C)[CH:15]=3)[N:10]([C:21]([NH:23][C:24]3[S:25][C:26]([Cl:29])=[CH:27][N:28]=3)=[O:22])[CH2:9]2)[CH2:5]1)(=[O:3])[CH3:2].Cl.C(=O)([O-])O.[Na+].O. (7) The reactants are: [Br:1][C:2]1[C:3]([F:12])=[C:4]2[C:10]([NH2:11])=[CH:9][NH:8][C:5]2=[N:6][CH:7]=1.[CH:13]1([C:17](O)=[O:18])[CH2:16][CH2:15][CH2:14]1.C(N(CC)CC)C.C1N(P(Cl)(N2C(=O)OCC2)=O)C(=O)OC1.O[Li].O. Given the product [Br:1][C:2]1[C:3]([F:12])=[C:4]2[C:10]([NH:11][C:17]([CH:13]3[CH2:16][CH2:15][CH2:14]3)=[O:18])=[CH:9][NH:8][C:5]2=[N:6][CH:7]=1, predict the reactants needed to synthesize it. (8) Given the product [CH2:1]([O:8][CH:9]1[CH2:14][CH2:13][CH2:12][CH:11]([OH:15])[CH2:10]1)[C:2]1[CH:7]=[CH:6][CH:5]=[CH:4][CH:3]=1, predict the reactants needed to synthesize it. The reactants are: [CH2:1]([O:8][C@@H:9]1[CH2:14][CH2:13][CH2:12][C@H:11]([OH:15])[CH2:10]1)[C:2]1[CH:7]=[CH:6][CH:5]=[CH:4][CH:3]=1. (9) Given the product [C:51]([C:53]1([C:68]([O:70][CH3:71])=[O:69])[CH2:58][CH2:57][C:56]([C:7]2[C:8]([CH3:47])([CH3:48])[C@H:9]3[C@:22]([CH3:25])([CH2:23][CH:24]=2)[C@@H:21]2[C@:12]([CH3:46])([C@@:13]4([CH3:45])[C@H:18]([CH2:19][CH2:20]2)[C@H:17]2[C@H:26]([C:29]([CH3:31])=[CH2:30])[CH2:27][CH2:28][C@:16]2([NH:32][CH2:33][CH2:34][N:35]2[CH2:40][CH2:39][CH:38]([S:41]([CH3:44])(=[O:43])=[O:42])[CH2:37][CH2:36]2)[CH2:15][CH2:14]4)[CH2:11][CH2:10]3)=[CH:55][CH2:54]1)#[N:52], predict the reactants needed to synthesize it. The reactants are: FC(F)(F)S(O[C:7]1[C:8]([CH3:48])([CH3:47])[C@H:9]2[C@:22]([CH3:25])([CH2:23][CH:24]=1)[C@@H:21]1[C@:12]([CH3:46])([C@@:13]3([CH3:45])[C@H:18]([CH2:19][CH2:20]1)[C@H:17]1[C@H:26]([C:29]([CH3:31])=[CH2:30])[CH2:27][CH2:28][C@:16]1([NH:32][CH2:33][CH2:34][N:35]1[CH2:40][CH2:39][CH:38]([S:41]([CH3:44])(=[O:43])=[O:42])[CH2:37][CH2:36]1)[CH2:15][CH2:14]3)[CH2:11][CH2:10]2)(=O)=O.[C:51]([C:53]1([C:68]([O:70][CH3:71])=[O:69])[CH2:58][CH2:57][C:56](B2OC(C)(C)C(C)(C)O2)=[CH:55][CH2:54]1)#[N:52].